This data is from Reaction yield outcomes from USPTO patents with 853,638 reactions. The task is: Predict the reaction yield, written as a fraction of the theoretical maximum amount of product (1.0 means a 100% yield; for example, 0.34 means a 34% yield). (1) The reactants are [NH2:1][C:2]1[N:7]=[C:6](Cl)[C:5]([C:9]#[N:10])=[C:4]([CH3:11])[N:3]=1.[NH2:12][C@H:13]([C:15]1[N:20]=[C:19]2[CH:21]=[CH:22][N:23]([CH3:24])[C:18]2=[CH:17][C:16]=1[N:25]1[CH2:29][CH2:28][C@H:27]([N:30]([CH3:38])[C:31](=[O:37])[O:32][C:33]([CH3:36])([CH3:35])[CH3:34])[CH2:26]1)[CH3:14].C(N(CC)CC)C. The catalyst is CS(C)=O. The product is [NH2:1][C:2]1[N:7]=[C:6]([NH:12][C@H:13]([C:15]2[N:20]=[C:19]3[CH:21]=[CH:22][N:23]([CH3:24])[C:18]3=[CH:17][C:16]=2[N:25]2[CH2:29][CH2:28][C@H:27]([N:30]([CH3:38])[C:31](=[O:37])[O:32][C:33]([CH3:35])([CH3:34])[CH3:36])[CH2:26]2)[CH3:14])[C:5]([C:9]#[N:10])=[C:4]([CH3:11])[N:3]=1. The yield is 0.680. (2) The yield is 0.703. The product is [CH3:9][O:8][C:4]1[CH:3]=[C:2](/[CH:14]=[CH:13]/[CH2:12][CH:11]([OH:15])[CH3:10])[CH:7]=[N:6][CH:5]=1. The reactants are Br[C:2]1[CH:3]=[C:4]([O:8][CH3:9])[CH:5]=[N:6][CH:7]=1.[CH3:10][CH:11]([OH:15])[CH2:12][CH:13]=[CH2:14].C(N(CC)CC)C.C(#N)C. The catalyst is O.C([O-])(=O)C.[Pd+2].C([O-])(=O)C.C1(C)C=CC=CC=1P(C1C=CC=CC=1C)C1C=CC=CC=1C. (3) The reactants are Cl.[NH2:2][OH:3].C(=O)([O-])O.[Na+].[F:9][C:10]1[CH:11]=[C:12]([N:16]2[C:20]([CH3:21])=[C:19]([C:22](=O)[CH3:23])[CH:18]=[N:17]2)[CH:13]=[CH:14][CH:15]=1. The catalyst is O.C(O)C. The product is [F:9][C:10]1[CH:11]=[C:12]([N:16]2[C:20]([CH3:21])=[C:19]([C:22](=[N:2][OH:3])[CH3:23])[CH:18]=[N:17]2)[CH:13]=[CH:14][CH:15]=1. The yield is 0.890. (4) The reactants are [CH2:1]([C:5]1[N:6]=[C:7]([CH3:27])[NH:8][C:9](=[O:26])[C:10]=1[CH2:11][C:12]1[CH:17]=[CH:16][C:15]([C:18]2[C:19]([C:24]#[N:25])=[CH:20][CH:21]=[CH:22][CH:23]=2)=[CH:14][CH:13]=1)[CH2:2][CH2:3][CH3:4].N(C(N1CCCCC1)=O)=NC(N1CCCCC1)=O.C(P(CCCC)CCCC)CCC.[CH3:59][C:60]1([CH3:71])[CH2:64][C:63]2[CH:65]=[CH:66][CH:67]=[C:68]([CH2:69]O)[C:62]=2[O:61]1. The catalyst is C(OCC)(=O)C.O1CCCC1. The product is [CH2:1]([C:5]1[N:6]=[C:7]([CH3:27])[N:8]([CH2:69][C:68]2[C:62]3[O:61][C:60]([CH3:71])([CH3:59])[CH2:64][C:63]=3[CH:65]=[CH:66][CH:67]=2)[C:9](=[O:26])[C:10]=1[CH2:11][C:12]1[CH:17]=[CH:16][C:15]([C:18]2[C:19]([C:24]#[N:25])=[CH:20][CH:21]=[CH:22][CH:23]=2)=[CH:14][CH:13]=1)[CH2:2][CH2:3][CH3:4]. The yield is 0.460.